Predict the reaction yield, written as a fraction of the theoretical maximum amount of product (1.0 means a 100% yield; for example, 0.34 means a 34% yield). From a dataset of Reaction yield outcomes from USPTO patents with 853,638 reactions. (1) The reactants are C([O:4][CH:5]1[C:6]([O:53][CH:54]([O:56][CH2:57][CH3:58])[CH3:55])([CH3:52])[CH2:7][CH2:8][CH:9]([O:44][Si:45]([CH2:50][CH3:51])([CH2:48][CH3:49])[CH2:46][CH3:47])[CH2:10][C:11]([O:13][CH:14](/[C:19](/[CH3:43])=[CH:20]/[CH:21]=[CH:22]/[CH:23]([CH3:42])[CH2:24][CH:25]2[O:41][CH:26]2[CH:27]([CH3:40])[CH:28]([O:31][C:32](=[O:39])[C:33]2[CH:38]=[CH:37][CH:36]=[CH:35][CH:34]=2)[CH2:29][CH3:30])[CH:15]([CH3:18])[CH:16]=[CH:17]1)=[O:12])(=O)C.C(=O)([O-])[O-].[K+].[K+].C(O)(=O)C. The catalyst is CO. The product is [C:32]([O:31][CH:28]([CH2:29][CH3:30])[CH:27]([CH3:40])[CH:26]1[O:41][CH:25]1[CH2:24][CH:23]([CH3:42])/[CH:22]=[CH:21]/[CH:20]=[C:19](\[CH3:43])/[CH:14]1[O:13][C:11](=[O:12])[CH2:10][CH:9]([O:44][Si:45]([CH2:48][CH3:49])([CH2:46][CH3:47])[CH2:50][CH3:51])[CH2:8][CH2:7][C:6]([O:53][CH:54]([O:56][CH2:57][CH3:58])[CH3:55])([CH3:52])[CH:5]([OH:4])[CH:17]=[CH:16][CH:15]1[CH3:18])(=[O:39])[C:33]1[CH:34]=[CH:35][CH:36]=[CH:37][CH:38]=1. The yield is 0.721. (2) The reactants are [N:1]1[CH:6]=[CH:5][CH:4]=[CH:3][C:2]=1[C:7]1[C:11]([CH2:12][O:13][C:14]2[CH:22]=[CH:21][C:17]([C:18]([OH:20])=O)=[CH:16][N:15]=2)=[CH:10][O:9][N:8]=1.[NH2:23][CH:24]1[CH2:29][CH2:28][O:27][CH2:26][CH2:25]1. No catalyst specified. The product is [N:1]1[CH:6]=[CH:5][CH:4]=[CH:3][C:2]=1[C:7]1[C:11]([CH2:12][O:13][C:14]2[CH:22]=[CH:21][C:17]([C:18]([NH:23][CH:24]3[CH2:29][CH2:28][O:27][CH2:26][CH2:25]3)=[O:20])=[CH:16][N:15]=2)=[CH:10][O:9][N:8]=1. The yield is 0.990. (3) The reactants are Br[C:2]1[N:3]=[CH:4][C:5]([NH:8][C:9](=[O:28])[CH:10]([C:17]2[CH:22]=[CH:21][C:20]([S:23]([CH3:26])(=[O:25])=[O:24])=[C:19]([Cl:27])[CH:18]=2)[CH2:11][CH:12]2[CH2:16][CH2:15][CH2:14][CH2:13]2)=[N:6][CH:7]=1.[C-:29]#[N:30].[K+].C1OCCOCCOCCOCCOCCOC1. The catalyst is CN(C)C=O.C1C=CC([P]([Pd]([P](C2C=CC=CC=2)(C2C=CC=CC=2)C2C=CC=CC=2)([P](C2C=CC=CC=2)(C2C=CC=CC=2)C2C=CC=CC=2)[P](C2C=CC=CC=2)(C2C=CC=CC=2)C2C=CC=CC=2)(C2C=CC=CC=2)C2C=CC=CC=2)=CC=1.[Cu]I. The product is [Cl:27][C:19]1[CH:18]=[C:17]([CH:10]([CH2:11][CH:12]2[CH2:16][CH2:15][CH2:14][CH2:13]2)[C:9]([NH:8][C:5]2[CH:4]=[N:3][C:2]([C:29]#[N:30])=[CH:7][N:6]=2)=[O:28])[CH:22]=[CH:21][C:20]=1[S:23]([CH3:26])(=[O:25])=[O:24]. The yield is 0.734. (4) The reactants are [N:1]1([CH2:6][C:7]2[CH:12]=[CH:11][C:10]([C:13]3[CH:17]=[C:16]([CH2:18][CH:19]([CH3:21])[CH3:20])[S:15][C:14]=3[S:22]([NH2:25])(=[O:24])=[O:23])=[CH:9][CH:8]=2)[CH:5]=[CH:4][N:3]=[CH:2]1.N1(C2C=CC=CN=2)CCCC1.Cl[C:38]([O:40][CH2:41][CH:42]([CH3:44])[CH3:43])=[O:39]. The catalyst is N1C=CC=CC=1. The product is [CH2:41]([O:40][C:38]([NH:25][S:22]([C:14]1[S:15][C:16]([CH2:18][CH:19]([CH3:21])[CH3:20])=[CH:17][C:13]=1[C:10]1[CH:11]=[CH:12][C:7]([CH2:6][N:1]2[CH:5]=[CH:4][N:3]=[CH:2]2)=[CH:8][CH:9]=1)(=[O:24])=[O:23])=[O:39])[CH:42]([CH3:44])[CH3:43]. The yield is 0.710. (5) The reactants are Br[C:2]1[CH:3]=[C:4]2[CH:10]=[CH:9][NH:8][C:5]2=[N:6][CH:7]=1.[OH-].[NH4+:12]. The catalyst is CCOC(C)=O.O.O.O.O.O.S([O-])([O-])(=O)=O.[Cu+2]. The product is [NH:8]1[C:5]2=[N:6][CH:7]=[C:2]([NH2:12])[CH:3]=[C:4]2[CH:10]=[CH:9]1. The yield is 0.630. (6) The reactants are [CH3:1][C:2]1[CH:12]=[CH:11][C:5]([C:6]([O:8][CH2:9][CH3:10])=[O:7])=[CH:4][C:3]=1[C:13]#[C:14][C:15]1[C:19]2[N:20]=[CH:21][N:22]=[C:23](S(C)=O)[C:18]=2[S:17][CH:16]=1.[CH2:27]([CH2:29][NH2:30])[OH:28].C(N(C(C)C)CC)(C)C.O. The catalyst is O1CCOCC1.C(OCC)(=O)C. The product is [OH:28][CH2:27][CH2:29][NH:30][C:23]1[C:18]2[S:17][CH:16]=[C:15]([C:14]#[C:13][C:3]3[CH:4]=[C:5]([CH:11]=[CH:12][C:2]=3[CH3:1])[C:6]([O:8][CH2:9][CH3:10])=[O:7])[C:19]=2[N:20]=[CH:21][N:22]=1. The yield is 0.650. (7) The reactants are [F:1][C:2]([F:7])([F:6])[C:3]([OH:5])=[O:4].[NH:8]1[C:12]2[CH:13]=[CH:14][CH:15]=[CH:16][C:11]=2[N:10]=[C:9]1[C:17]1[CH:18]=[C:19]([S:23]([C:26]2[CH:27]=[C:28]([C:33]([NH2:35])=[NH:34])[S:29][C:30]=2[S:31][CH3:32])(=[O:25])=[O:24])[CH:20]=[CH:21][CH:22]=1.C([O-])([O-])=O.[K+].[K+].I[CH2:43][CH3:44]. The catalyst is CC(C)=O. The product is [F:1][C:2]([F:7])([F:6])[C:3]([OH:5])=[O:4].[CH2:43]([N:8]1[C:12]2[CH:13]=[CH:14][CH:15]=[CH:16][C:11]=2[N:10]=[C:9]1[C:17]1[CH:18]=[C:19]([S:23]([C:26]2[CH:27]=[C:28]([C:33]([NH2:35])=[NH:34])[S:29][C:30]=2[S:31][CH3:32])(=[O:25])=[O:24])[CH:20]=[CH:21][CH:22]=1)[CH3:44]. The yield is 0.930. (8) The reactants are [CH2:1]([O:3][C:4]([C:6]1[C:7](=[O:26])[C:8]2[CH:13]=[N:12][C:11](S(C)(=O)=O)=[N:10][C:9]=2[N:18]([CH:20]2[CH2:25][CH2:24][CH2:23][CH2:22][CH2:21]2)[CH:19]=1)=[O:5])[CH3:2].[CH3:27][N:28]1[CH2:33][CH2:32][N:31]([C:34]2[CH:39]=[CH:38][C:37]([NH2:40])=[CH:36][CH:35]=2)[CH2:30][CH2:29]1. The catalyst is CC(O)C. The product is [CH2:1]([O:3][C:4]([C:6]1[C:7](=[O:26])[C:8]2[CH:13]=[N:12][C:11]([NH:40][C:37]3[CH:36]=[CH:35][C:34]([N:31]4[CH2:30][CH2:29][N:28]([CH3:27])[CH2:33][CH2:32]4)=[CH:39][CH:38]=3)=[N:10][C:9]=2[N:18]([CH:20]2[CH2:25][CH2:24][CH2:23][CH2:22][CH2:21]2)[CH:19]=1)=[O:5])[CH3:2]. The yield is 0.290. (9) The reactants are Br[C:2]1[CH:6]=[CH:5][S:4][C:3]=1[S:7]([N:10]([CH3:34])[CH2:11][CH2:12][CH2:13][NH:14][C:15]([C@@H:17]([NH:22][C:23]([C:25]1[S:26][C:27]2[CH:33]=[CH:32][CH:31]=[CH:30][C:28]=2[CH:29]=1)=[O:24])[CH2:18][CH:19]([CH3:21])[CH3:20])=[O:16])(=[O:9])=[O:8].[CH3:35][N:36](C=O)C. The catalyst is C(OCC)(=O)C.[C-]#N.[Zn+2].[C-]#N.[Pd].C1(P(C2C=CC=CC=2)C2C=CC=CC=2)C=CC=CC=1.C1(P(C2C=CC=CC=2)C2C=CC=CC=2)C=CC=CC=1.C1(P(C2C=CC=CC=2)C2C=CC=CC=2)C=CC=CC=1.C1(P(C2C=CC=CC=2)C2C=CC=CC=2)C=CC=CC=1. The product is [C:35]([C:2]1[CH:6]=[CH:5][S:4][C:3]=1[S:7]([N:10]([CH3:34])[CH2:11][CH2:12][CH2:13][NH:14][C:15]([C@@H:17]([NH:22][C:23]([C:25]1[S:26][C:27]2[CH:33]=[CH:32][CH:31]=[CH:30][C:28]=2[CH:29]=1)=[O:24])[CH2:18][CH:19]([CH3:21])[CH3:20])=[O:16])(=[O:9])=[O:8])#[N:36]. The yield is 0.570.